Dataset: Reaction yield outcomes from USPTO patents with 853,638 reactions. Task: Predict the reaction yield, written as a fraction of the theoretical maximum amount of product (1.0 means a 100% yield; for example, 0.34 means a 34% yield). The catalyst is CN(C=O)C.CCCC[N+](CCCC)(CCCC)CCCC.[I-]. The yield is 0.126. The reactants are [CH2:1]([N:8]1[C:16]2[C:15](=[O:17])[NH:14][C:13](=[O:18])[N:12]([CH2:19][CH3:20])[C:11]=2[N:10]=[C:9]1[O:21][C:22]1[CH:27]=[CH:26][CH:25]=[C:24]([O:28][C:29]([F:32])([F:31])[F:30])[CH:23]=1)[C:2]1[CH:7]=[CH:6][CH:5]=[CH:4][CH:3]=1.Cl[CH2:34][C:35]1[O:39][N:38]=[CH:37][CH:36]=1.C(=O)([O-])[O-].[K+].[K+]. The product is [CH2:1]([N:8]1[C:16]2[C:15](=[O:17])[N:14]([CH2:34][C:35]3[O:39][N:38]=[CH:37][CH:36]=3)[C:13](=[O:18])[N:12]([CH2:19][CH3:20])[C:11]=2[N:10]=[C:9]1[O:21][C:22]1[CH:27]=[CH:26][CH:25]=[C:24]([O:28][C:29]([F:31])([F:30])[F:32])[CH:23]=1)[C:2]1[CH:3]=[CH:4][CH:5]=[CH:6][CH:7]=1.